This data is from Forward reaction prediction with 1.9M reactions from USPTO patents (1976-2016). The task is: Predict the product of the given reaction. (1) Given the reactants [C-]#N.[Na+].[N:4]12CCN(CC1)C[CH2:5]2.Cl[C:13]1[CH:18]=[C:17]([C:19]2[CH:24]=[CH:23][CH:22]=[CH:21][N:20]=2)[N:16]=[C:15]([CH3:25])[N:14]=1, predict the reaction product. The product is: [CH3:25][C:15]1[N:14]=[C:13]([C:5]#[N:4])[CH:18]=[C:17]([C:19]2[CH:24]=[CH:23][CH:22]=[CH:21][N:20]=2)[N:16]=1. (2) Given the reactants [F:1][C:2]1[CH:19]=[CH:18][C:5]([NH:6][C:7]2[CH:16]=[C:15]([OH:17])[CH:14]=[CH:13][C:8]=2[C:9]([O:11][CH3:12])=[O:10])=[CH:4][CH:3]=1.C(=O)([O-])[O-].[K+].[K+].[CH:26]1(Br)[CH2:31][CH2:30][CH2:29][CH2:28][CH2:27]1.Cl, predict the reaction product. The product is: [CH:26]1([O:17][C:15]2[CH:14]=[CH:13][C:8]([C:9]([O:11][CH3:12])=[O:10])=[C:7]([NH:6][C:5]3[CH:4]=[CH:3][C:2]([F:1])=[CH:19][CH:18]=3)[CH:16]=2)[CH2:31][CH2:30][CH2:29][CH2:28][CH2:27]1. (3) Given the reactants [F:1][C:2]1[CH:7]=[C:6]([NH:8][C:9]([NH:11][CH2:12][CH2:13][F:14])=[O:10])[CH:5]=[CH:4][C:3]=1[C:15]1[N:16]=[C:17]([N:29]2[CH2:34][CH2:33][O:32][CH2:31][C@@H:30]2C)[C:18]2[CH2:23][N:22](C(OCC)=O)[CH2:21][C:19]=2[N:20]=1.ClC1N=[C:39](N2CCOCC2)[C:40]2CN(C(C)C)C[C:41]=2N=1, predict the reaction product. The product is: [F:1][C:2]1[CH:7]=[C:6]([NH:8][C:9]([NH:11][CH2:12][CH2:13][F:14])=[O:10])[CH:5]=[CH:4][C:3]=1[C:15]1[N:16]=[C:17]([N:29]2[CH2:30][CH2:31][O:32][CH2:33][CH2:34]2)[C:18]2[CH2:23][N:22]([CH:40]([CH3:41])[CH3:39])[CH2:21][C:19]=2[N:20]=1. (4) Given the reactants [Cl:1][C:2]1[CH:3]=[C:4]([CH:8]=[CH:9][C:10]=1[F:11])[C:5](Cl)=[O:6].[NH2:12][C:13]1[N:18]=[CH:17][C:16]([N+:19]([O-:21])=[O:20])=[CH:15][N:14]=1.O, predict the reaction product. The product is: [Cl:1][C:2]1[CH:3]=[C:4]([CH:8]=[CH:9][C:10]=1[F:11])[C:5]([NH:12][C:13]1[N:18]=[CH:17][C:16]([N+:19]([O-:21])=[O:20])=[CH:15][N:14]=1)=[O:6]. (5) The product is: [Fe:31]([Cl:33])[Cl:32].[CH3:1][C:2]1[CH:7]=[C:6]([CH3:8])[CH:5]=[C:4]([CH3:9])[C:3]=1[N:10]=[C:11]([C:13]1[CH:18]=[CH:17][CH:16]=[C:15]([C:19](=[N:21][C:22]2[C:23]([CH3:30])=[CH:24][C:25]([CH3:29])=[CH:26][C:27]=2[CH3:28])[CH3:20])[N:14]=1)[CH3:12]. Given the reactants [CH3:1][C:2]1[CH:7]=[C:6]([CH3:8])[CH:5]=[C:4]([CH3:9])[C:3]=1[N:10]=[C:11]([C:13]1[CH:18]=[CH:17][CH:16]=[C:15]([C:19](=[N:21][C:22]2[C:27]([CH3:28])=[CH:26][C:25]([CH3:29])=[CH:24][C:23]=2[CH3:30])[CH3:20])[N:14]=1)[CH3:12].[Fe:31]([Cl:33])[Cl:32], predict the reaction product. (6) Given the reactants [NH2:1][C:2]1[N:7]=[CH:6][N:5]=[C:4]2[N:8]([CH2:21][C:22]3[O:23][C:24]4[C:29]([C:30](=[O:39])[C:31]=3[C:32]3[CH:37]=[CH:36][CH:35]=[C:34]([F:38])[CH:33]=3)=[CH:28][C:27]([F:40])=[CH:26][CH:25]=4)[N:9]=[C:10]([C:11]3[CH:16]=[C:15]([F:17])[C:14]([O:18]C)=[C:13]([F:20])[CH:12]=3)[C:3]=12, predict the reaction product. The product is: [NH2:1][C:2]1[N:7]=[CH:6][N:5]=[C:4]2[N:8]([CH2:21][C:22]3[O:23][C:24]4[C:29]([C:30](=[O:39])[C:31]=3[C:32]3[CH:37]=[CH:36][CH:35]=[C:34]([F:38])[CH:33]=3)=[CH:28][C:27]([F:40])=[CH:26][CH:25]=4)[N:9]=[C:10]([C:11]3[CH:12]=[C:13]([F:20])[C:14]([OH:18])=[C:15]([F:17])[CH:16]=3)[C:3]=12.